This data is from Full USPTO retrosynthesis dataset with 1.9M reactions from patents (1976-2016). The task is: Predict the reactants needed to synthesize the given product. (1) The reactants are: [CH:1]([C:4]1[C:5]([O:16][CH2:17][CH2:18][CH2:19][CH3:20])=[C:6](B(O)O)[CH:7]=[C:8]([CH:10]([CH3:12])[CH3:11])[CH:9]=1)([CH3:3])[CH3:2].[C:21]([C:24]1[S:28][C:27]2[CH:29]=[CH:30][C:31]([F:34])=[C:32](I)[C:26]=2[CH:25]=1)(=[O:23])[CH3:22].C(=O)([O-])[O-].[Na+].[Na+].O. Given the product [C:21]([C:24]1[S:28][C:27]2[CH:29]=[CH:30][C:31]([F:34])=[C:32]([C:6]3[CH:7]=[C:8]([CH:10]([CH3:12])[CH3:11])[CH:9]=[C:4]([CH:1]([CH3:2])[CH3:3])[C:5]=3[O:16][CH2:17][CH2:18][CH2:19][CH3:20])[C:26]=2[CH:25]=1)(=[O:23])[CH3:22], predict the reactants needed to synthesize it. (2) Given the product [CH:18]1([CH2:17][NH:16][C:14]([C:11]2[CH:12]=[CH:13][C:8]([C:6]3[C:5]([CH3:21])=[CH:4][CH:3]=[C:2]([NH:1][C:28]([C:27]4[S:26][C:25]([C:31]5[CH:32]=[N:33][CH:34]=[CH:35][CH:36]=5)=[N:24][C:23]=4[CH3:22])=[O:29])[CH:7]=3)=[CH:9][CH:10]=2)=[O:15])[CH2:20][CH2:19]1, predict the reactants needed to synthesize it. The reactants are: [NH2:1][C:2]1[CH:3]=[CH:4][C:5]([CH3:21])=[C:6]([C:8]2[CH:13]=[CH:12][C:11]([C:14]([NH:16][CH2:17][CH:18]3[CH2:20][CH2:19]3)=[O:15])=[CH:10][CH:9]=2)[CH:7]=1.[CH3:22][C:23]1[N:24]=[C:25]([C:31]2[CH:32]=[N:33][CH:34]=[CH:35][CH:36]=2)[S:26][C:27]=1[C:28](O)=[O:29]. (3) The reactants are: [Cl:1][C:2]1[CH:7]=[CH:6][C:5]([C@H:8]2[C@H:13]([OH:14])[C@@H:12]([OH:15])[C@H:11]([OH:16])[C@@H:10]([CH2:17][OH:18])[O:9]2)=[CH:4][C:3]=1[CH2:19][C:20]1[CH:25]=[CH:24][C:23]([OH:26])=[CH:22][CH:21]=1.CC1C=CC(S(O[CH2:38][CH2:39][O:40][CH2:41][C:42]([F:45])([F:44])[F:43])(=O)=O)=CC=1.C([O-])([O-])=O.[Cs+].[Cs+].O. Given the product [Cl:1][C:2]1[CH:7]=[CH:6][C:5]([C@H:8]2[C@H:13]([OH:14])[C@@H:12]([OH:15])[C@H:11]([OH:16])[C@@H:10]([CH2:17][OH:18])[O:9]2)=[CH:4][C:3]=1[CH2:19][C:20]1[CH:21]=[CH:22][C:23]([O:26][CH2:38][CH2:39][O:40][CH2:41][C:42]([F:45])([F:44])[F:43])=[CH:24][CH:25]=1, predict the reactants needed to synthesize it. (4) The reactants are: [NH2:1][C@:2]12[CH2:28][CH2:27][C@@H:26]([C:29]([CH3:31])=[CH2:30])[C@@H:3]1[C@@H:4]1[C@@:17]([CH3:20])([CH2:18][CH2:19]2)[C@@:16]2([CH3:21])[C@@H:7]([C@:8]3([CH3:25])[C@@H:13]([CH2:14][CH2:15]2)[C:12]([CH3:23])([CH3:22])[C:11](=[O:24])[CH2:10][CH2:9]3)[CH2:6][CH2:5]1.[OH-].[Na+].[C:34](O[C:34]([O:36][C:37]([CH3:40])([CH3:39])[CH3:38])=[O:35])([O:36][C:37]([CH3:40])([CH3:39])[CH3:38])=[O:35].CO. Given the product [CH3:20][C@:17]12[C@@:16]3([CH3:21])[C@@H:7]([C@:8]4([CH3:25])[C@@H:13]([CH2:14][CH2:15]3)[C:12]([CH3:22])([CH3:23])[C:11](=[O:24])[CH2:10][CH2:9]4)[CH2:6][CH2:5][C@@H:4]1[C@H:3]1[C@H:26]([C:29]([CH3:31])=[CH2:30])[CH2:27][CH2:28][C@:2]1([NH:1][C:34](=[O:35])[O:36][C:37]([CH3:40])([CH3:39])[CH3:38])[CH2:19][CH2:18]2, predict the reactants needed to synthesize it. (5) Given the product [F:37][CH:2]([F:1])[C:3]1[NH:27][C:6]2=[N:7][CH:8]=[CH:9][C:10]([C:11]3[S:15][C:14]([S:16]([NH:19][CH:20]4[CH2:24][CH2:23][S:22](=[O:26])(=[O:25])[CH2:21]4)(=[O:17])=[O:18])=[CH:13][CH:12]=3)=[C:5]2[CH:4]=1, predict the reactants needed to synthesize it. The reactants are: [F:1][CH:2]([F:37])[C:3]1[N:27](S(C2C=CC=CC=2)(=O)=O)[C:6]2=[N:7][CH:8]=[CH:9][C:10]([C:11]3[S:15][C:14]([S:16]([NH:19][CH:20]4[CH2:24][CH2:23][S:22](=[O:26])(=[O:25])[CH2:21]4)(=[O:18])=[O:17])=[CH:13][CH:12]=3)=[C:5]2[CH:4]=1.CS(C)=O.[F-].C([N+](CCCC)(CCCC)CCCC)CCC. (6) Given the product [Cl:12][CH:7]([C:3]1[N:2]=[N:1][CH:6]=[CH:5][CH:4]=1)[CH3:8], predict the reactants needed to synthesize it. The reactants are: [N:1]1[CH:6]=[CH:5][CH:4]=[C:3]([CH:7](O)[CH3:8])[N:2]=1.S(Cl)([Cl:12])=O.